From a dataset of Choline transporter screen with 302,306 compounds. Binary Classification. Given a drug SMILES string, predict its activity (active/inactive) in a high-throughput screening assay against a specified biological target. (1) The compound is s1c(c2ccc(C3N4C(C5C3C(=O)N(C5=O)CC)(CCCC4)C(OC)=O)cc2)cc(c1)C(=O)C. The result is 0 (inactive). (2) The molecule is O=C1N2c3c(C1C)cc(NC(=O)C(=O)NCC(C)C)cc3CCC2. The result is 0 (inactive). (3) The compound is O=C(N1CCN(CC1)c1ccccc1)NC(CC(C)C)C(O)=O. The result is 0 (inactive). (4) The molecule is O=C(N1CC(CC(C1)C)C)c1cc2c(cc1)cccc2. The result is 0 (inactive). (5) The result is 0 (inactive). The molecule is S1(=O)(=O)CC(N(CC)C(=O)COC(=O)/C=C\c2c([N+]([O-])=O)cccc2)CC1. (6) The compound is Fc1ccc(n2[nH]c(=O)c(c2C)c2ncccc2)cc1. The result is 0 (inactive). (7) The compound is O=Cc1n(c2ccccc2)ccc1. The result is 0 (inactive).